This data is from Full USPTO retrosynthesis dataset with 1.9M reactions from patents (1976-2016). The task is: Predict the reactants needed to synthesize the given product. (1) Given the product [CH3:20][S:17]([C:13]1[CH:12]=[C:11]([C:8]2[CH:9]=[CH:10][C:5]([C:3]([OH:4])=[O:2])=[CH:6][CH:7]=2)[CH:16]=[CH:15][CH:14]=1)(=[O:18])=[O:19], predict the reactants needed to synthesize it. The reactants are: C[O:2][C:3]([C:5]1[CH:10]=[CH:9][C:8]([C:11]2[CH:16]=[CH:15][CH:14]=[C:13]([S:17]([CH3:20])(=[O:19])=[O:18])[CH:12]=2)=[CH:7][CH:6]=1)=[O:4].[OH-].[Na+]. (2) Given the product [Br:17][CH2:18][C:19]([NH:11][C:10]1[CH:12]=[CH:13][C:14]([CH3:16])=[CH:15][C:9]=1[CH3:8])=[O:20], predict the reactants needed to synthesize it. The reactants are: C(N(CC)CC)C.[CH3:8][C:9]1[CH:15]=[C:14]([CH3:16])[CH:13]=[CH:12][C:10]=1[NH2:11].[Br:17][CH2:18][C:19](Br)=[O:20]. (3) Given the product [CH3:1][N:2]1[CH2:3][CH2:4][N:5]([C:8]2[CH:14]=[CH:13][CH:12]=[C:10]([NH2:11])[C:9]=2[NH2:15])[CH2:6][CH2:7]1, predict the reactants needed to synthesize it. The reactants are: [CH3:1][N:2]1[CH2:7][CH2:6][N:5]([C:8]2[C:9]([N+:15]([O-])=O)=[C:10]([CH:12]=[CH:13][CH:14]=2)[NH2:11])[CH2:4][CH2:3]1. (4) Given the product [C:19]1([C:28]2[CH:29]=[CH:30][CH:31]=[CH:32][CH:33]=2)[CH:24]=[CH:23][CH:22]=[C:21]([C:2]2[NH:3][C:4]3[C:9]([C:10]=2[CH:11]=[O:12])=[CH:8][CH:7]=[CH:6][CH:5]=3)[CH:20]=1, predict the reactants needed to synthesize it. The reactants are: Br[C:2]1[NH:3][C:4]2[C:9]([C:10]=1[CH:11]=[O:12])=[CH:8][CH:7]=[CH:6][CH:5]=2.C(=O)([O-])[O-].[Na+].[Na+].[C:19]1([C:28]2[CH:33]=[CH:32][CH:31]=[CH:30][CH:29]=2)[CH:24]=[CH:23][CH:22]=[C:21](B(O)O)[CH:20]=1. (5) Given the product [ClH:1].[Cl:1][C:2]1[C:3]([C:30]([F:33])([F:31])[F:32])=[C:4]([N:8]2[CH2:9][CH2:10][N:11]([CH2:14][CH2:15][CH2:16][CH2:17][O:18][C:19]3[N:28]=[C:27]4[C:22]([CH:23]=[CH:24][C:25](=[O:29])[NH:26]4)=[CH:21][CH:20]=3)[CH2:12][CH2:13]2)[CH:5]=[CH:6][CH:7]=1, predict the reactants needed to synthesize it. The reactants are: [Cl:1][C:2]1[C:3]([C:30]([F:33])([F:32])[F:31])=[C:4]([N:8]2[CH2:13][CH2:12][N:11]([CH2:14][CH2:15][CH2:16][CH2:17][O:18][C:19]3[N:28]=[C:27]4[C:22]([CH:23]=[CH:24][C:25](=[O:29])[NH:26]4)=[CH:21][CH:20]=3)[CH2:10][CH2:9]2)[CH:5]=[CH:6][CH:7]=1.C1COCC1.Cl.C(O)(C(F)(F)F)=O. (6) Given the product [CH3:40][C:39]1[CH:38]=[C:37]([O:14][CH2:13][CH2:12][C@H:11]([O:10][C:9]2[CH:20]=[CH:21][C:22]([C:24]([F:27])([F:26])[F:25])=[CH:23][C:8]=2[O:1][C:2]2[CH:7]=[CH:6][CH:5]=[CH:4][CH:3]=2)[CH3:19])[N:36]=[CH:35][C:34]=1[CH2:33][CH2:32][C:31]([OH:42])=[O:30], predict the reactants needed to synthesize it. The reactants are: [O:1]([C:8]1[CH:23]=[C:22]([C:24]([F:27])([F:26])[F:25])[CH:21]=[CH:20][C:9]=1[O:10][C@@H:11]([CH3:19])[CH2:12][CH2:13][O:14]S(C)(=O)=O)[C:2]1[CH:7]=[CH:6][CH:5]=[CH:4][CH:3]=1.C([O:30][C:31](=[O:42])[CH2:32][CH2:33][C:34]1[CH:35]=[N:36][C:37](O)=[CH:38][C:39]=1[CH3:40])C.C(=O)([O-])[O-].[Cs+].[Cs+].[OH-].[Na+].